Dataset: Full USPTO retrosynthesis dataset with 1.9M reactions from patents (1976-2016). Task: Predict the reactants needed to synthesize the given product. (1) Given the product [NH2:33][C:2](=[NH:1])[C:3]1[CH:32]=[CH:31][C:6]([O:7][CH2:8][CH2:9][CH2:10][CH:11]2[CH2:16][CH2:15][N:14]([CH2:17][CH2:18][CH2:19][O:20][C:21]3[CH:22]=[CH:23][C:24]([C:25]([NH2:28])=[NH:26])=[CH:29][CH:30]=3)[CH2:13][CH2:12]2)=[CH:5][CH:4]=1, predict the reactants needed to synthesize it. The reactants are: [NH2:1][C:2](=[N:33]O)[C:3]1[CH:32]=[CH:31][C:6]([O:7][CH2:8][CH2:9][CH2:10][CH:11]2[CH2:16][CH2:15][N:14]([CH2:17][CH2:18][CH2:19][O:20][C:21]3[CH:30]=[CH:29][C:24]([C:25]([NH2:28])=[N:26]O)=[CH:23][CH:22]=3)[CH2:13][CH2:12]2)=[CH:5][CH:4]=1. (2) Given the product [CH3:22][O:21][C:18]1[CH:19]=[CH:20][C:15]([C@H:13]2[CH2:14][C@@H:12]2[CH2:11][O:10][C:4]2[C:3]([C:1]3[N:27]=[N:28][NH:29][CH:2]=3)=[CH:8][N:7]=[C:6]([CH3:9])[N:5]=2)=[N:16][CH:17]=1, predict the reactants needed to synthesize it. The reactants are: [C:1]([C:3]1[C:4]([O:10][CH2:11][C@H:12]2[CH2:14][C@@H:13]2[C:15]2[CH:20]=[CH:19][C:18]([O:21][CH3:22])=[CH:17][N:16]=2)=[N:5][C:6]([CH3:9])=[N:7][CH:8]=1)#[CH:2].[Si]([N:27]=[N+:28]=[N-:29])(C)(C)C.O=C1O[C@H]([C@H](CO)O)C([O-])=C1O.[Na+]. (3) The reactants are: [CH2:1]([N:3]([CH2:10][CH2:11][OH:12])[C:4]1[CH:9]=[CH:8][CH:7]=[CH:6][CH:5]=1)[CH3:2].[H-].[Na+].Br[CH2:16][C:17]1[CH:30]=[CH:29][C:20]([C:21]([C:23]2[CH:28]=[CH:27][CH:26]=[CH:25][CH:24]=2)=[O:22])=[CH:19][CH:18]=1. Given the product [CH2:1]([N:3]([C:4]1[CH:5]=[CH:6][CH:7]=[CH:8][CH:9]=1)[CH2:10][CH2:11][O:12][CH2:16][C:17]1[CH:30]=[CH:29][C:20]([C:21]([C:23]2[CH:28]=[CH:27][CH:26]=[CH:25][CH:24]=2)=[O:22])=[CH:19][CH:18]=1)[CH3:2], predict the reactants needed to synthesize it. (4) Given the product [OH:109][CH2:108][CH2:107][CH2:106][N:104]1[CH:105]=[C:101]([C:98]2[N:97]=[C:96]([C:112](=[O:113])[NH:114][CH3:115])[C:95]([NH:94][C:26]3[C:27]([C:28]([F:29])([F:30])[F:31])=[CH:22][N:23]=[C:24]([NH:32][C:33]4[CH:47]=[CH:46][C:36]([CH2:37][P:38](=[O:45])([O:42][CH2:43][CH3:44])[O:39][CH2:40][CH3:41])=[CH:35][C:34]=4[O:48][CH3:49])[N:25]=3)=[CH:100][CH:99]=2)[C:102]([O:110][CH3:111])=[N:103]1, predict the reactants needed to synthesize it. The reactants are: OCCCN1C=C(C2C=CC(N[C:22]3[C:27]([C:28]([F:31])([F:30])[F:29])=[CH:26][N:25]=[C:24]([NH:32][C:33]4[CH:47]=[CH:46][C:36]([CH2:37][P:38](=[O:45])([O:42][CH2:43][CH3:44])[O:39][CH2:40][CH3:41])=[CH:35][C:34]=4[O:48][CH3:49])[N:23]=3)=C3C=2CN(C)C3=O)C=N1.C(OP1(=O)CC2C=CC(=CC=2)NC2=NC(=C(C(F)(F)F)C=N2)NC2C=CC(=NC=2C(NC)=O)C2=CN(N=C2)CCCCO1)C.[NH2:94][C:95]1[C:96]([C:112]([NH:114][CH3:115])=[O:113])=[N:97][C:98]([C:101]2[C:102]([O:110][CH3:111])=[N:103][N:104]([CH2:106][CH2:107][CH2:108][OH:109])[CH:105]=2)=[CH:99][CH:100]=1. (5) Given the product [Cl:1][C:2]1[CH:3]=[CH:4][C:5]([CH:22]([F:24])[F:23])=[C:6]([C:8]2[C:13]([C:14]#[N:15])=[CH:12][N:11]([CH:16]([CH3:20])[C:17]([NH:25][C:26]3[CH:38]=[CH:37][C:29]([C:30]([O:32][C:33]([CH3:34])([CH3:35])[CH3:36])=[O:31])=[CH:28][CH:27]=3)=[O:18])[C:10](=[O:21])[CH:9]=2)[CH:7]=1, predict the reactants needed to synthesize it. The reactants are: [Cl:1][C:2]1[CH:3]=[CH:4][C:5]([CH:22]([F:24])[F:23])=[C:6]([C:8]2[C:13]([C:14]#[N:15])=[CH:12][N:11]([CH:16]([CH3:20])[C:17](O)=[O:18])[C:10](=[O:21])[CH:9]=2)[CH:7]=1.[NH2:25][C:26]1[CH:38]=[CH:37][C:29]([C:30]([O:32][C:33]([CH3:36])([CH3:35])[CH3:34])=[O:31])=[CH:28][CH:27]=1. (6) The reactants are: Br[C:2]1[CH:3]=[CH:4][C:5]([O:8][CH2:9][CH:10]2[CH2:15][CH2:14][N:13]([CH2:16][C:17]3([C:21]([F:24])([F:23])[F:22])[CH2:20][CH2:19][CH2:18]3)[CH2:12][CH2:11]2)=[N:6][CH:7]=1.[CH3:25][O:26][C:27]([C:29]1[CH:34]=[CH:33][C:32](B(O)O)=[CH:31][CH:30]=1)=[O:28].C([O-])([O-])=O.[Cs+].[Cs+].C([O-])(O)=O.[Na+]. Given the product [F:22][C:21]([F:24])([F:23])[C:17]1([CH2:16][N:13]2[CH2:14][CH2:15][CH:10]([CH2:9][O:8][C:5]3[N:6]=[CH:7][C:2]([C:32]4[CH:33]=[CH:34][C:29]([C:27]([O:26][CH3:25])=[O:28])=[CH:30][CH:31]=4)=[CH:3][CH:4]=3)[CH2:11][CH2:12]2)[CH2:20][CH2:19][CH2:18]1, predict the reactants needed to synthesize it. (7) Given the product [CH:7]1([NH:10][C:11](=[O:30])[C:12]2[CH:17]=[CH:16][C:15]([CH3:18])=[C:14]([C:19]3[CH:20]=[C:21]4[C:26](=[CH:27][CH:28]=3)[C:25](=[O:29])[N:24]([CH2:32][C:33]3[CH:38]=[CH:37][C:36]([CH2:39][N:41]5[CH2:45][CH2:44][CH2:43][CH2:42]5)=[CH:35][CH:34]=3)[CH:23]=[CH:22]4)[CH:13]=2)[CH2:8][CH2:9]1, predict the reactants needed to synthesize it. The reactants are: C(=O)([O-])[O-].[K+].[K+].[CH:7]1([NH:10][C:11](=[O:30])[C:12]2[CH:17]=[CH:16][C:15]([CH3:18])=[C:14]([C:19]3[CH:20]=[C:21]4[C:26](=[CH:27][CH:28]=3)[C:25](=[O:29])[NH:24][CH:23]=[CH:22]4)[CH:13]=2)[CH2:9][CH2:8]1.Cl[CH2:32][C:33]1[CH:38]=[CH:37][C:36]([CH2:39]Cl)=[CH:35][CH:34]=1.[NH:41]1[CH2:45][CH2:44][CH2:43][CH2:42]1.